From a dataset of Full USPTO retrosynthesis dataset with 1.9M reactions from patents (1976-2016). Predict the reactants needed to synthesize the given product. (1) Given the product [C:1]([C:4]1[C@@H:9]([C:10]2[CH:15]=[CH:14][C:13]([C:16]#[N:17])=[CH:12][CH:11]=2)[N:8]([CH2:18][C:19]([NH2:35])=[O:20])[C:7](=[O:22])[N:6]([C:23]2[CH:28]=[CH:27][CH:26]=[C:25]([C:29]([F:32])([F:31])[F:30])[CH:24]=2)[C:5]=1[CH3:33])(=[O:3])[CH3:2], predict the reactants needed to synthesize it. The reactants are: [C:1]([C:4]1[C@@H:9]([C:10]2[CH:15]=[CH:14][C:13]([C:16]#[N:17])=[CH:12][CH:11]=2)[N:8]([CH2:18][C:19](O)=[O:20])[C:7](=[O:22])[N:6]([C:23]2[CH:28]=[CH:27][CH:26]=[C:25]([C:29]([F:32])([F:31])[F:30])[CH:24]=2)[C:5]=1[CH3:33])(=[O:3])[CH3:2].C[N:35](C(ON1N=NC2C=CC=NC1=2)=[N+](C)C)C.F[P-](F)(F)(F)(F)F.[Cl-].[NH4+].C(N(CC)C(C)C)(C)C. (2) The reactants are: C1(CONC([C:9]2[C:10](NC3C=CC(Br)=CC=3Cl)=[C:11](Cl)[C:12]3[N:13]([C:15](CN(C)C)=CN=3)[CH:14]=2)=O)CC1.[OH:32][CH2:33][CH2:34][O:35][NH:36][C:37]([C:39]1[C:40]([NH:49][C:50]2[CH:55]=[CH:54][C:53]([Br:56])=[CH:52][C:51]=2[Cl:57])=[C:41]([Cl:48])[C:42]2[N:43]([CH:45]=[CH:46][N:47]=2)[CH:44]=1)=[O:38].CNC. Given the product [OH:32][CH2:33][CH2:34][O:35][NH:36][C:37]([C:39]1[C:40]([NH:49][C:50]2[CH:55]=[CH:54][C:53]([Br:56])=[CH:52][C:51]=2[Cl:57])=[C:41]([Cl:48])[C:42]2[N:43]([C:45]([CH2:15][N:13]3[CH2:14][CH2:9][CH2:10][CH2:11][CH2:12]3)=[CH:46][N:47]=2)[CH:44]=1)=[O:38], predict the reactants needed to synthesize it.